Dataset: NCI-60 drug combinations with 297,098 pairs across 59 cell lines. Task: Regression. Given two drug SMILES strings and cell line genomic features, predict the synergy score measuring deviation from expected non-interaction effect. (1) Drug 1: C1=NC2=C(N1)C(=S)N=C(N2)N. Drug 2: CC1=C(C(=CC=C1)Cl)NC(=O)C2=CN=C(S2)NC3=CC(=NC(=N3)C)N4CCN(CC4)CCO. Cell line: T-47D. Synergy scores: CSS=15.5, Synergy_ZIP=-1.73, Synergy_Bliss=4.17, Synergy_Loewe=1.86, Synergy_HSA=3.38. (2) Drug 1: CC12CCC(CC1=CCC3C2CCC4(C3CC=C4C5=CN=CC=C5)C)O. Drug 2: CCC1(C2=C(COC1=O)C(=O)N3CC4=CC5=C(C=CC(=C5CN(C)C)O)N=C4C3=C2)O.Cl. Cell line: ACHN. Synergy scores: CSS=19.5, Synergy_ZIP=-1.27, Synergy_Bliss=-3.71, Synergy_Loewe=-52.2, Synergy_HSA=-4.17. (3) Drug 1: CC(C1=C(C=CC(=C1Cl)F)Cl)OC2=C(N=CC(=C2)C3=CN(N=C3)C4CCNCC4)N. Drug 2: CCC(=C(C1=CC=CC=C1)C2=CC=C(C=C2)OCCN(C)C)C3=CC=CC=C3.C(C(=O)O)C(CC(=O)O)(C(=O)O)O. Cell line: COLO 205. Synergy scores: CSS=6.00, Synergy_ZIP=0.271, Synergy_Bliss=7.41, Synergy_Loewe=-4.10, Synergy_HSA=-1.18. (4) Drug 1: CC1C(C(CC(O1)OC2CC(CC3=C2C(=C4C(=C3O)C(=O)C5=C(C4=O)C(=CC=C5)OC)O)(C(=O)C)O)N)O.Cl. Drug 2: C1=NC2=C(N=C(N=C2N1C3C(C(C(O3)CO)O)F)Cl)N. Cell line: SF-539. Synergy scores: CSS=22.8, Synergy_ZIP=-12.4, Synergy_Bliss=-3.71, Synergy_Loewe=-7.49, Synergy_HSA=-1.55.